Dataset: Forward reaction prediction with 1.9M reactions from USPTO patents (1976-2016). Task: Predict the product of the given reaction. (1) Given the reactants [C:1]([CH2:3][NH:4][C:5](=[O:10])[CH2:6][NH:7][CH2:8][CH3:9])#[N:2].FC(F)(F)C(O)=O.[CH3:18][N:19]1[C:31]2[CH2:30][CH2:29][CH:28]([CH:32]3[CH2:37][CH2:36][O:35][CH2:34][CH2:33]3)[CH2:27][C:26]=2[C:25]2[C:20]1=[CH:21][CH:22]=[C:23]([C:38]([OH:40])=O)[CH:24]=2.CCN(C(C)C)C(C)C.CN(C(ON1N=NC2C=CC=NC1=2)=[N+](C)C)C.F[P-](F)(F)(F)(F)F, predict the reaction product. The product is: [C:1]([CH2:3][NH:4][C:5](=[O:10])[CH2:6][N:7]([CH2:8][CH3:9])[C:38]([C:23]1[CH:24]=[C:25]2[C:20](=[CH:21][CH:22]=1)[N:19]([CH3:18])[C:31]1[CH2:30][CH2:29][CH:28]([CH:32]3[CH2:33][CH2:34][O:35][CH2:36][CH2:37]3)[CH2:27][C:26]2=1)=[O:40])#[N:2]. (2) Given the reactants N1C2C(=CC=CC=2)C=CC=1.O=P(Cl)(Cl)[Cl:13].O[C:17]1[C:22]([Cl:23])=[CH:21][C:20]([N+:24]([O-:26])=[O:25])=[CH:19][N:18]=1, predict the reaction product. The product is: [Cl:13][C:17]1[C:22]([Cl:23])=[CH:21][C:20]([N+:24]([O-:26])=[O:25])=[CH:19][N:18]=1. (3) Given the reactants Cl[C:2]1[N:7]=[C:6]([CH2:8][O:9][CH3:10])[N:5]=[C:4]([NH:11][CH2:12][CH2:13][C:14]2[CH:19]=[CH:18][C:17]([Cl:20])=[CH:16][C:15]=2[Cl:21])[CH:3]=1.[C:22]([C:25]([C:28]1[CH:29]=[C:30](B(O)O)[CH:31]=[CH:32][CH:33]=1)([CH3:27])[CH3:26])([OH:24])=[O:23].C([O-])([O-])=O.[Cs+].[Cs+], predict the reaction product. The product is: [Cl:21][C:15]1[CH:16]=[C:17]([Cl:20])[CH:18]=[CH:19][C:14]=1[CH2:13][CH2:12][NH:11][C:4]1[N:5]=[C:6]([CH2:8][O:9][CH3:10])[N:7]=[C:2]([C:30]2[CH:29]=[C:28]([C:25]([CH3:27])([CH3:26])[C:22]([OH:24])=[O:23])[CH:33]=[CH:32][CH:31]=2)[CH:3]=1. (4) Given the reactants Cl.[CH2:2]([N:4]([C:13]1[S:14][CH:15]=[C:16]([CH3:18])[N:17]=1)[C:5]1[CH:10]=[CH:9][C:8]([Cl:11])=[CH:7][C:6]=1[Cl:12])[CH3:3].C(=O)([O-])[O-].[Ca+2].C(Cl)(Cl)Cl.[Br-:28].[Br-].[Br-].C([N+](C)(C)C)C1C=CC=CC=1.C([N+](C)(C)C)C1C=CC=CC=1.C([N+](C)(C)C)C1C=CC=CC=1, predict the reaction product. The product is: [Br:28][C:15]1[S:14][C:13]([N:4]([CH2:2][CH3:3])[C:5]2[CH:10]=[CH:9][C:8]([Cl:11])=[CH:7][C:6]=2[Cl:12])=[N:17][C:16]=1[CH3:18]. (5) Given the reactants [CH2:1]([O:8][C:9]1[CH:14]=[CH:13][C:12]([O:15][C:16](=[O:23])[C:17]2[CH:22]=[CH:21][CH:20]=[CH:19][CH:18]=2)=[CH:11][C:10]=1[N+:24]([O-])=O)[C:2]1[CH:7]=[CH:6][CH:5]=[CH:4][CH:3]=1.[H][H], predict the reaction product. The product is: [NH2:24][C:10]1[CH:11]=[C:12]([O:15][C:16](=[O:23])[C:17]2[CH:18]=[CH:19][CH:20]=[CH:21][CH:22]=2)[CH:13]=[CH:14][C:9]=1[O:8][CH2:1][C:2]1[CH:7]=[CH:6][CH:5]=[CH:4][CH:3]=1. (6) Given the reactants [CH3:1][S:2][C:3]1[C:4]2[N:11]=[C:10]([C:12]([OH:14])=O)[S:9][C:5]=2[N:6]=[CH:7][N:8]=1.[CH3:15][N:16]([CH3:23])[C:17](=[O:22])[CH2:18][CH2:19][NH:20][CH3:21], predict the reaction product. The product is: [CH3:15][N:16]([CH3:23])[C:17](=[O:22])[CH2:18][CH2:19][N:20]([CH3:21])[C:12]([C:10]1[S:9][C:5]2[N:6]=[CH:7][N:8]=[C:3]([S:2][CH3:1])[C:4]=2[N:11]=1)=[O:14]. (7) The product is: [CH:21]1([CH2:25][N:26]([CH2:27][CH3:28])[C:8]2[C:17]([CH:18]=[O:19])=[CH:16][C:15]3[C:10](=[C:11]([CH3:20])[CH:12]=[CH:13][CH:14]=3)[N:9]=2)[CH2:24][CH2:23][CH2:22]1. Given the reactants C(=O)([O-])[O-].[K+].[K+].Cl[C:8]1[C:17]([CH:18]=[O:19])=[CH:16][C:15]2[C:10](=[C:11]([CH3:20])[CH:12]=[CH:13][CH:14]=2)[N:9]=1.[CH:21]1([CH2:25][NH:26][CH2:27][CH3:28])[CH2:24][CH2:23][CH2:22]1.O, predict the reaction product.